Dataset: Full USPTO retrosynthesis dataset with 1.9M reactions from patents (1976-2016). Task: Predict the reactants needed to synthesize the given product. (1) Given the product [C:1]([O:32][C@@H:31]([C:33]1[S:34][CH:35]=[C:36]([C:38]([NH:40][C@@H:41]([CH2:48][C:49]2[CH:54]=[CH:53][CH:52]=[CH:51][CH:50]=2)[CH2:42][C@H:43]([CH3:47])[C:44]([OH:46])=[O:45])=[O:39])[N:37]=1)[CH2:30][C@@H:29]([N:27]([CH3:28])[C:25](=[O:26])[C@@H:24]([NH:23][C:21]([C@H:16]1[CH2:17][CH2:18][CH2:19][CH2:20][N:15]1[C:13]([O:12][C:8]([CH3:9])([CH3:11])[CH3:10])=[O:14])=[O:22])[C@@H:58]([CH3:61])[CH2:59][CH3:60])[CH:55]([CH3:56])[CH3:57])(=[O:3])[CH3:2], predict the reactants needed to synthesize it. The reactants are: [C:1](OC(=O)C)(=[O:3])[CH3:2].[C:8]([O:12][C:13]([N:15]1[CH2:20][CH2:19][CH2:18][CH2:17][C@@H:16]1[C:21]([NH:23][C@@H:24]([C@@H:58]([CH3:61])[CH2:59][CH3:60])[C:25]([N:27]([C@@H:29]([CH:55]([CH3:57])[CH3:56])[CH2:30][C@H:31]([C:33]1[S:34][CH:35]=[C:36]([C:38]([NH:40][C@@H:41]([CH2:48][C:49]2[CH:54]=[CH:53][CH:52]=[CH:51][CH:50]=2)[CH2:42][C@H:43]([CH3:47])[C:44]([OH:46])=[O:45])=[O:39])[N:37]=1)[OH:32])[CH3:28])=[O:26])=[O:22])=[O:14])([CH3:11])([CH3:10])[CH3:9].N1C=CC=CC=1. (2) Given the product [Cl:1][C:2]1[CH:7]=[C:6]([N:8]2[CH2:13][CH2:12][O:11][CH2:10][CH2:9]2)[N:5]=[C:4]([CH2:14][NH:15][CH2:22][C:18]2[CH:17]=[N:16][CH:21]=[CH:20][CH:19]=2)[N:3]=1, predict the reactants needed to synthesize it. The reactants are: [Cl:1][C:2]1[CH:7]=[C:6]([N:8]2[CH2:13][CH2:12][O:11][CH2:10][CH2:9]2)[N:5]=[C:4]([CH2:14][NH2:15])[N:3]=1.[N:16]1[CH:21]=[CH:20][CH:19]=[C:18]([CH:22]=O)[CH:17]=1.C(O)(=O)C.C(O[BH-](OC(=O)C)OC(=O)C)(=O)C.[Na+]. (3) Given the product [C:5]12([C:15]([C:17]3[C:22]([OH:23])=[CH:21][C:20]([OH:25])=[CH:19][C:18]=3[Cl:27])=[O:16])[CH2:6][CH:7]3[CH2:8][CH:9]([CH2:10][CH:11]([CH2:13]3)[CH2:12]1)[CH2:14]2, predict the reactants needed to synthesize it. The reactants are: B(Br)(Br)Br.[C:5]12([C:15]([C:17]3[C:22]([O:23]C)=[CH:21][C:20]([O:25]C)=[CH:19][C:18]=3[Cl:27])=[O:16])[CH2:14][CH:9]3[CH2:10][CH:11]([CH2:13][CH:7]([CH2:8]3)[CH2:6]1)[CH2:12]2.O. (4) Given the product [F:23][CH2:12][CH2:13][O:14][CH:15]1[CH2:22][CH2:21][CH2:20][CH:19]=[CH:18][CH2:17][CH2:16]1, predict the reactants needed to synthesize it. The reactants are: CC1C=CC(S(O[CH2:12][CH2:13][O:14][CH:15]2[CH2:22][CH2:21][CH2:20][CH:19]=[CH:18][CH2:17][CH2:16]2)(=O)=O)=CC=1.[F-:23].C([N+](CCCC)(CCCC)CCCC)CCC.CCCCC.CCOCC.